Dataset: Reaction yield outcomes from USPTO patents with 853,638 reactions. Task: Predict the reaction yield, written as a fraction of the theoretical maximum amount of product (1.0 means a 100% yield; for example, 0.34 means a 34% yield). (1) The reactants are [CH:1]([C:3]1[S:4][C:5]([C:8]([OH:10])=[O:9])=[CH:6][N:7]=1)=[O:2].[C:11](OC(O[C:11]([CH3:14])([CH3:13])[CH3:12])N(C)C)([CH3:14])([CH3:13])[CH3:12]. No catalyst specified. The product is [CH:1]([C:3]1[S:4][C:5]([C:8]([O:10][C:11]([CH3:14])([CH3:13])[CH3:12])=[O:9])=[CH:6][N:7]=1)=[O:2]. The yield is 0.640. (2) The reactants are [NH:1]1[CH2:6][CH2:5][CH2:4][CH2:3][CH2:2]1.BrCC(OC)=O.[C:13]([O:16][CH2:17][CH3:18])(=[O:15])[CH3:14]. The yield is 0.320. No catalyst specified. The product is [CH2:17]([O:16][C:13](=[O:15])[CH2:14][N:1]1[CH2:6][CH2:5][CH2:4][CH2:3][CH2:2]1)[CH3:18]. (3) The reactants are C[O-].[Na+].[CH2:4]([N:11]1[CH2:15][CH:14]([C:16](=O)[C:17]2[CH:22]=[CH:21][C:20]([O:23][CH3:24])=[CH:19][CH:18]=2)[CH:13]([C:26](=[O:28])[CH3:27])[CH2:12]1)[C:5]1[CH:10]=[CH:9][CH:8]=[CH:7][CH:6]=1. The catalyst is CO.C1COCC1. The product is [CH2:4]([N:11]1[CH2:12][CH:13]2[C:26](=[O:28])[CH:27]=[C:16]([C:17]3[CH:22]=[CH:21][C:20]([O:23][CH3:24])=[CH:19][CH:18]=3)[CH:14]2[CH2:15]1)[C:5]1[CH:10]=[CH:9][CH:8]=[CH:7][CH:6]=1. The yield is 0.740. (4) The reactants are [CH:1]([OH:3])=O.OO.[C:6]1([C:11]2[CH:16]=[CH:15][C:14]([F:17])=[CH:13][C:12]=2[F:18])C[CH2:9][CH2:8][CH:7]=1. No catalyst specified. The product is [F:18][C:12]1[CH:13]=[C:14]([F:17])[CH:15]=[CH:16][C:11]=1[CH:6]1[CH2:7][CH2:8][CH2:9][C:1]1=[O:3]. The yield is 0.455. (5) The reactants are CCN(C(C)C)C(C)C.[F:10][C:11]1[CH:16]=[CH:15][C:14]([C:17]2[O:18][C:19]3[CH:29]=[CH:28][C:27]([C:30]4[CH:31]=[C:32]([CH:42]=[CH:43][CH:44]=4)[C:33]([NH:35][C:36]([CH3:41])([CH3:40])[C:37]([OH:39])=O)=[O:34])=[CH:26][C:20]=3[C:21]=2[C:22](=[O:25])[NH:23][CH3:24])=[CH:13][CH:12]=1.[CH3:45][C:46]1[NH:50][N:49]=[C:48]([NH2:51])[CH:47]=1.[H-].[Na+]. The catalyst is CN(C=O)C.CO. The product is [F:10][C:11]1[CH:12]=[CH:13][C:14]([C:17]2[O:18][C:19]3[CH:29]=[CH:28][C:27]([C:30]4[CH:44]=[CH:43][CH:42]=[C:32]([C:33](=[O:34])[NH:35][C:36]([CH3:40])([CH3:41])[C:37]([NH:51][C:48]5[CH:47]=[C:46]([CH3:45])[NH:50][N:49]=5)=[O:39])[CH:31]=4)=[CH:26][C:20]=3[C:21]=2[C:22]([NH:23][CH3:24])=[O:25])=[CH:15][CH:16]=1. The yield is 0.210. (6) The reactants are CO[C:3](=[O:20])[C:4]1[CH:9]=[C:8]([C:10]2[N:11]([CH3:15])[N:12]=[CH:13][CH:14]=2)[C:7]([CH:16]([F:18])[F:17])=[CH:6][C:5]=1[NH2:19].[CH3:21][S:22]([NH:25][NH2:26])(=[O:24])=[O:23].[OH-:27].[Na+].[CH2:29](Cl)Cl. The product is [F:18][CH:16]([F:17])[C:7]1[CH:6]=[C:5]2[C:4]([C:3](=[O:20])[N:26]([NH:25][S:22]([CH3:21])(=[O:24])=[O:23])[C:29](=[O:27])[NH:19]2)=[CH:9][C:8]=1[C:10]1[N:11]([CH3:15])[N:12]=[CH:13][CH:14]=1. The yield is 0.550. No catalyst specified. (7) The reactants are [F:1][C:2]1[CH:3]=[C:4]2[C:9](=[CH:10][CH:11]=1)[N:8]=[C:7]([C:12]1[CH:17]=[C:16]([O:18][CH3:19])[C:15]([O:20][CH3:21])=[C:14]([O:22][CH3:23])[CH:13]=1)[N:6]=[C:5]2[C:24]([OH:26])=O.Cl.[CH3:28][O:29][C:30]1[CH:39]=[C:38]([O:40][CH3:41])[CH:37]=[C:36]2[C:31]=1[CH2:32][CH2:33][NH:34][CH2:35]2. No catalyst specified. The product is [F:1][C:2]1[CH:3]=[C:4]2[C:9](=[CH:10][CH:11]=1)[N:8]=[C:7]([C:12]1[CH:17]=[C:16]([O:18][CH3:19])[C:15]([O:20][CH3:21])=[C:14]([O:22][CH3:23])[CH:13]=1)[N:6]=[C:5]2[C:24]([N:34]1[CH2:33][CH2:32][C:31]2[C:36](=[CH:37][C:38]([O:40][CH3:41])=[CH:39][C:30]=2[O:29][CH3:28])[CH2:35]1)=[O:26]. The yield is 0.343. (8) The reactants are C[O:2][C:3](=O)[CH2:4][CH2:5][CH:6]([C:32](=[O:34])[NH2:33])[N:7]1[CH2:15][C:14]2[C:9](=[CH:10][CH:11]=[CH:12][C:13]=2[O:16][CH2:17][C:18]2[CH:23]=[CH:22][C:21]([CH2:24][N:25]3[CH2:30][CH2:29][O:28][CH2:27][CH2:26]3)=[CH:20][CH:19]=2)[C:8]1=[O:31].CC(C)([O-])C.[K+].Cl.C([O-])(O)=O.[Na+]. The catalyst is C1COCC1. The product is [O:28]1[CH2:29][CH2:30][N:25]([CH2:24][C:21]2[CH:20]=[CH:19][C:18]([CH2:17][O:16][C:13]3[CH:12]=[CH:11][CH:10]=[C:9]4[C:14]=3[CH2:15][N:7]([CH:6]3[CH2:5][CH2:4][C:3](=[O:2])[NH:33][C:32]3=[O:34])[C:8]4=[O:31])=[CH:23][CH:22]=2)[CH2:26][CH2:27]1. The yield is 0.730. (9) The reactants are [O:1]1[C:5]2[CH:6]=[CH:7][C:8]([CH2:10][CH2:11][OH:12])=[CH:9][C:4]=2[O:3][CH2:2]1.[N+:13]([C:16]1[CH:23]=[CH:22][C:19]([CH:20]=O)=[CH:18][CH:17]=1)([O-:15])=[O:14]. The catalyst is C(O)C. The product is [N+:13]([C:16]1[CH:23]=[CH:22][C:19]([CH:20]2[C:7]3[CH:6]=[C:5]4[O:1][CH2:2][O:3][C:4]4=[CH:9][C:8]=3[CH2:10][CH2:11][O:12]2)=[CH:18][CH:17]=1)([O-:15])=[O:14]. The yield is 0.810. (10) The reactants are [CH:1]1[C:14]2[C:13](=[O:15])[C:12]3[C:7](=[CH:8][CH:9]=[C:10]([S:16](Cl)(=[O:18])=[O:17])[CH:11]=3)[C:6](=[O:20])[C:5]=2[CH:4]=[CH:3][C:2]=1[S:21](Cl)(=[O:23])=[O:22].[C:25]([CH:29]1[CH2:34][CH2:33][CH:32]([NH2:35])[CH2:31][CH2:30]1)([CH3:28])([CH3:27])[CH3:26].C([N:38]([CH2:41][CH3:42])CC)C. The catalyst is C(Cl)Cl. The product is [C:25]([CH:29]1[CH2:30][CH2:31][CH:32]([NH:35][S:21]([C:2]2[CH:3]=[CH:4][C:5]3[C:6](=[O:20])[C:7]4[C:12](=[CH:11][C:10]([S:16]([NH:38][CH:41]5[CH2:42][CH2:34][CH:29]([C:25]([CH3:28])([CH3:27])[CH3:26])[CH2:30][CH2:31]5)(=[O:18])=[O:17])=[CH:9][CH:8]=4)[C:13](=[O:15])[C:14]=3[CH:1]=2)(=[O:23])=[O:22])[CH2:33][CH2:34]1)([CH3:28])([CH3:26])[CH3:27]. The yield is 0.950.